From a dataset of Peptide-MHC class I binding affinity with 185,985 pairs from IEDB/IMGT. Regression. Given a peptide amino acid sequence and an MHC pseudo amino acid sequence, predict their binding affinity value. This is MHC class I binding data. (1) The peptide sequence is TIKESLLKET. The MHC is HLA-A68:02 with pseudo-sequence HLA-A68:02. The binding affinity (normalized) is 0.474. (2) The peptide sequence is FLLPILSQIYT. The MHC is HLA-A29:02 with pseudo-sequence HLA-A29:02. The binding affinity (normalized) is 0.508.